From a dataset of Full USPTO retrosynthesis dataset with 1.9M reactions from patents (1976-2016). Predict the reactants needed to synthesize the given product. (1) Given the product [C:8]12([CH2:18][O:19][C:20]([C:22]([F:28])([F:27])[S:23]([O-:26])(=[O:24])=[O:25])=[O:21])[CH2:17][CH:12]3[CH2:11][CH:10]([CH2:16][CH:14]([CH2:13]3)[CH2:15]1)[CH2:9]2.[C:44]1([S+:37]([C:31]2[CH:32]=[CH:33][CH:34]=[CH:35][CH:36]=2)[C:38]2[CH:43]=[CH:42][CH:41]=[CH:40][CH:39]=2)[CH:45]=[CH:46][CH:47]=[CH:48][CH:49]=1, predict the reactants needed to synthesize it. The reactants are: C([NH+](CC)CC)C.[C:8]12([CH2:18][O:19][C:20]([C:22]([F:28])([F:27])[S:23]([O-:26])(=[O:25])=[O:24])=[O:21])[CH2:17][CH:12]3[CH2:13][CH:14]([CH2:16][CH:10]([CH2:11]3)[CH2:9]1)[CH2:15]2.O.[Br-].[C:31]1([S+:37]([C:44]2[CH:49]=[CH:48][CH:47]=[CH:46][CH:45]=2)[C:38]2[CH:43]=[CH:42][CH:41]=[CH:40][CH:39]=2)[CH:36]=[CH:35][CH:34]=[CH:33][CH:32]=1. (2) Given the product [NH2:14][C:12]1[N:13]=[C:8]([C:4]2[CH:3]=[C:2]([NH:1][C:32](=[O:33])/[CH:31]=[CH:30]/[C:24]3[CH:29]=[CH:28][CH:27]=[CH:26][CH:25]=3)[CH:7]=[CH:6][CH:5]=2)[CH:9]=[C:10]([NH:15][CH3:16])[N:11]=1, predict the reactants needed to synthesize it. The reactants are: [NH2:1][C:2]1[CH:3]=[C:4]([C:8]2[N:13]=[C:12]([NH2:14])[N:11]=[C:10]([NH:15][CH3:16])[CH:9]=2)[CH:5]=[CH:6][CH:7]=1.C(N(CC)CC)C.[C:24]1(/[CH:30]=[CH:31]/[C:32](Cl)=[O:33])[CH:29]=[CH:28][CH:27]=[CH:26][CH:25]=1. (3) The reactants are: [CH3:1][O:2][C:3]1[CH:8]=[CH:7][CH:6]=[CH:5][C:4]=1[C:9]1[C:17]2[C:12](=[N:13][CH:14]=[C:15]([C:18]3[N:23]=[CH:22][N:21]=[C:20]([C:24](=[O:30])[C:25]([N:27]([CH3:29])[CH3:28])=[O:26])[CH:19]=3)[CH:16]=2)[NH:11][CH:10]=1.[BH4-].[Na+]. Given the product [OH:30][CH:24]([C:20]1[CH:19]=[C:18]([C:15]2[CH:16]=[C:17]3[C:9]([C:4]4[CH:5]=[CH:6][CH:7]=[CH:8][C:3]=4[O:2][CH3:1])=[CH:10][NH:11][C:12]3=[N:13][CH:14]=2)[N:23]=[CH:22][N:21]=1)[C:25]([N:27]([CH3:28])[CH3:29])=[O:26], predict the reactants needed to synthesize it. (4) Given the product [Cl:1][C:2]1[CH:7]=[CH:6][C:5]([S:8]([N:11]2[CH:19]3[CH2:20][CH2:21][CH2:22][CH:12]2[C:13]2[CH:14]=[N:15][NH:16][C:17]=2[CH:18]3[OH:23])(=[O:10])=[O:9])=[CH:4][CH:3]=1, predict the reactants needed to synthesize it. The reactants are: [Cl:1][C:2]1[CH:7]=[CH:6][C:5]([S:8]([N:11]2[CH:19]3[CH2:20][CH2:21][CH2:22][CH:12]2[C:13]2[CH:14]=[N:15][NH:16][C:17]=2[C:18]3=[O:23])(=[O:10])=[O:9])=[CH:4][CH:3]=1.[BH4-].[Na+]. (5) Given the product [NH:1]([C:46]([O:48][CH2:49][CH:50]1[C:62]2[C:57](=[CH:58][CH:59]=[CH:60][CH:61]=2)[C:56]2[C:51]1=[CH:52][CH:53]=[CH:54][CH:55]=2)=[O:47])[C@H:2]([C:14]([N:16]([CH3:45])[C@H:17]([C:25]([N:27]([CH3:44])[C@H:28]([C:36]([NH:38][C@H:39]([C:41]([OH:43])=[O:42])[CH3:40])=[O:37])[CH2:29][C:30]1[CH:35]=[CH:34][CH:33]=[CH:32][CH:31]=1)=[O:26])[CH2:18][C:19]1[CH:20]=[CH:21][CH:22]=[CH:23][CH:24]=1)=[O:15])[CH2:3][C:4](=[O:5])[OH:13], predict the reactants needed to synthesize it. The reactants are: [NH:1]([C:46]([O:48][CH2:49][CH:50]1[C:62]2[C:57](=[CH:58][CH:59]=[CH:60][CH:61]=2)[C:56]2[C:51]1=[CH:52][CH:53]=[CH:54][CH:55]=2)=[O:47])[C@H:2]([C:14]([N:16]([CH3:45])[C@H:17]([C:25]([N:27]([CH3:44])[C@H:28]([C:36]([NH:38][C@H:39]([C:41]([OH:43])=[O:42])[CH3:40])=[O:37])[CH2:29][C:30]1[CH:35]=[CH:34][CH:33]=[CH:32][CH:31]=1)=[O:26])[CH2:18][C:19]1[CH:24]=[CH:23][CH:22]=[CH:21][CH:20]=1)=[O:15])[CH2:3][C:4](=[O:13])[O:5]CC1C=CC=CC=1.[H][H]. (6) Given the product [F:34][C:30]1[CH:29]=[C:28]2[C:33]([C:25]([C:22]3[N:21]=[C:20]4[C:16]([C:14]([NH:13][C:10]([CH3:11])([CH3:12])[CH2:9][OH:8])=[O:15])=[CH:17][NH:18][C:19]4=[N:24][CH:23]=3)=[N:26][N:27]2[CH2:35][CH2:36][CH:37]([OH:39])[CH3:38])=[CH:32][CH:31]=1, predict the reactants needed to synthesize it. The reactants are: [Si]([O:8][CH2:9][C:10]([NH:13][C:14]([C:16]1[C:20]2=[N:21][C:22]([C:25]3[C:33]4[C:28](=[CH:29][C:30]([F:34])=[CH:31][CH:32]=4)[N:27]([CH2:35][CH2:36][CH:37]([OH:39])[CH3:38])[N:26]=3)=[CH:23][N:24]=[C:19]2[N:18](C(C2C=CC=CC=2)(C2C=CC=CC=2)C2C=CC=CC=2)[CH:17]=1)=[O:15])([CH3:12])[CH3:11])(C(C)(C)C)(C)C.FC(F)(F)C(O)=O.